Task: Regression/Classification. Given a drug SMILES string, predict its absorption, distribution, metabolism, or excretion properties. Task type varies by dataset: regression for continuous measurements (e.g., permeability, clearance, half-life) or binary classification for categorical outcomes (e.g., BBB penetration, CYP inhibition). For this dataset (lipophilicity_astrazeneca), we predict Y.. Dataset: Experimental lipophilicity measurements (octanol/water distribution) for 4,200 compounds from AstraZeneca (1) The molecule is CC(=O)NC[C@H]1CN(c2ccc(-n3ccc(C#N)c3)c(F)c2)C(=O)O1. The Y is 1.60 logD. (2) The compound is CN(C(=O)Cc1ccc(S(N)(=O)=O)cc1)C1CCN(CCC(c2ccccc2)c2ccccc2)CC1. The Y is 2.30 logD. (3) The drug is CN(C(=O)Cc1ccc(O)cc1)C1CCN(CCC(c2ccccc2)c2ccccc2)CC1. The Y is 3.30 logD. (4) The drug is COc1ccc(N2CCN(C(=O)[C@@H]3CCCC[C@H]3C(=O)NCC#N)CC2)cc1. The Y is 1.60 logD. (5) The drug is COc1cc2c(Nc3ccc(Cl)cc3F)ncnc2cc1OCCn1cncn1. The Y is 3.20 logD.